This data is from Human Reference Interactome with 51,813 positive PPI pairs across 8,248 proteins, plus equal number of experimentally-validated negative pairs. The task is: Binary Classification. Given two protein amino acid sequences, predict whether they physically interact or not. (1) Protein 1 (ENSG00000186980) has sequence MSYNCCCGNFSSHSCEGYLCYSGYSRGGSSYPSNLVYSTEPLISQHLPAGFLSLQGLSGDLLGNP*. Protein 2 (ENSG00000275066) has sequence MALRPGAGSGGGGAAGAGAGSAGGGGFMFPVAGGIRPPQAGLMPMQQQGFPMVSVMQPNMQGIMGMNYSSQMSQGPIAMQAGIPMGPMPAAGMPYLGQAPFLGMRPPGPQYTPDMQKQFAEEQQKRFEQQQKLLEEERKRRQFEEQKQKLRLLSSVKPKTGEKSRDDALEAIKGNLDGFSRDAKMHPTPASHPKKPGVGVFPSQDPAQPRMPPWIYNESLVPDAYKKILETTMTPTGIDTAKLYPILMSSGLPRETLGQIWALANRTTPGKLTKEELYTVLAMIAVTQVVKPEEDDFQDF.... Result: 0 (the proteins do not interact). (2) Protein 1 (ENSG00000119718) has sequence MPGSAAKGSELSERIESFVETLKRGGGPRSSEEMARETLGLLRQIITDHRWSNAGELMELIRREGRRMTAAQPSETTVGNMVRRVLKIIREEYGRLHGRSDESDQQESLHKLLTSGGLNEDFSFHYAQLQSNIIEAINELLVELEGTMENIAAQALEHIHSNEVIMTIGFSRTVEAFLKEAARKRKFHVIVAECAPFCQGHEMAVNLSKAGIETTVMTDAAIFAVMSRVNKVIIGTKTILANGALRAVTGTHTLALAAKHHSTPLIVCAPMFKLSPQFPNEEDSFHKFVAPEEVLPFTEG.... Protein 2 (ENSG00000176635) has sequence MATAQLSHCITIHKASKETVFPSQITNEHESLKMVKKLFATSISCITYLRGLFPESSYGERHLDDLSLKILREDKKCPGSLHIIRWIQGCFDALEKRYLRMAVLTLYTDPMGSEKVTEMYQFKFKYTKEGATMDFDSHSSSTSFESGTNNEDIKKASVLLIRKLYILMQDLEPLPNNVVLTMKLHYYNAVTPHDYQPLGFKEGVNSHFLLFDKEPINVQVGFVSTGFHSMKVKVMTEATKVIDLENNLFRENSTTEIAHQGLDCDEEEECNDHIQRMNFVCSQQSSECSRKKRKVSEPVK.... Result: 0 (the proteins do not interact). (3) Protein 1 (ENSG00000057663) has sequence MTDDKDVLRDVWFGRIPTCFTLYQDEITEREAEPYYALSNWFAI*MTDDKDVLRDVWFGRIPTCFTLYQDEITEREAEPYYLLLPRVSYLTLVTDKVKKHFQKVMRQEDISEIWFEYEGTPLKWHYPIGLLFDLLASSSALPWNITVHFKSFPEKDLLHCPSKDAIEAHFMSCMKEADALKHKSQVINEMQKKDHKQLWMGLQNDRFDQFWAINRKLMEYPAEENGFRYIPFRIYQTTTERPFIQKLFRPVAADGQLHTLGDLLKEVCPSAIDPEDGEKKNQVMIHGIEPMLETPLQWLS.... Protein 2 (ENSG00000222028) has sequence MALQDVCKWQSPDTQGPSPHLPRAGGWAVPRGCDPQTFLQIHGPRLAHGTTTLAFRFRHGVIAAADTRSSCGSYVACPASCKVIPVHQHLLGTTSGTSADCATWYRVLQRELRLRELREGQLPSVASAAKLLSAMMSQYRGLDLCVATALCGWDRSGPELFYVYSDGTRLQGDIFSVGSGSPYAYGVLDRGYRYDMSTQEAYALARCAVAHATHRDAYSGGSVDLFHVRESGWEHVSRSDACVLYVELQKLLEPEPEEDASHAHPEPATAHRAAEDRELSVGPGEVTPGDSRMPAGTETV.... Result: 1 (the proteins interact). (4) Protein 1 (ENSG00000145911) has sequence MATAPGPAGIAMGSVGSLLERQDFSPEELRAALAGSRGSRQPDGLLRKGLGQREFLSYLHLPKKDSKSTKNTKRAPRNEPADYATLYYREHSRAGDFSKTSLPERGRFDKCRIRPSVFKPTAGNGKGFLSMQSLASHKGQKLWRSNGSLHTLACHPPLSPGPRASQARAQLLHALSLDEGGPEPEPSLSDSSSGGSFGRSPGTGPSPFSSSLGHLNHLGGSLDRASQGPKEAGPPAVLSCLPEPPPPYEFSCSSAEEMGAVLPETCEELKRGLGDEDGSNPFTQVLEERQRLWLAELKRL.... Protein 2 (ENSG00000165794) has sequence MEQLLGIKLGCLFALLALTLGCGLTPICFKWFQIDAARGHHRLVLRLLGCISAGVFLGAGFMHMTAEALEEIESQIQKFMVQNRSASERNSSGDADSAHMEYPYGELIISLGFFFVFFLESLALQCCPGAAGGSTVQDEEWGGAHIFELHSHGHLPSPSKGPLRALVLLLSLSFHSVFEGLAVGLQPTVAATVQLCLAVLAHKGLVVFGVGMRLVHLGTSSRWAVFSILLLALMSPLGLAVGLAVTGGDSEGGRGLAQAVLEGVAAGTFLYVTFLEILPRELASPEAPLAKWSCVAAGFA.... Result: 0 (the proteins do not interact).